From a dataset of Catalyst prediction with 721,799 reactions and 888 catalyst types from USPTO. Predict which catalyst facilitates the given reaction. (1) Reactant: [Cl:1][CH2:2][CH2:3][CH2:4][O:5][C:6]1[CH:14]=[CH:13][C:9]([C:10]([NH2:12])=[O:11])=[CH:8][CH:7]=1.Br[CH2:16][C:17](=O)[C:18]([O:20][CH2:21][CH3:22])=[O:19]. Product: [Cl:1][CH2:2][CH2:3][CH2:4][O:5][C:6]1[CH:14]=[CH:13][C:9]([C:10]2[O:11][CH:16]=[C:17]([C:18]([O:20][CH2:21][CH3:22])=[O:19])[N:12]=2)=[CH:8][CH:7]=1. The catalyst class is: 397. (2) Reactant: [Cl:1][C:2]1[N:6]2[CH:7]=[C:8]([C:15]3[CH:19]=[CH:18][O:17][CH:16]=3)[CH:9]=[C:10]([C:11]([F:14])([F:13])[F:12])[C:5]2=[N:4][C:3]=1[C:20]([N:22]1[CH2:27][CH:26]=[C:25]([C:28]2[CH:29]=[N:30][CH:31]=[N:32][CH:33]=2)[CH2:24][CH2:23]1)=[O:21].[SiH](CC)(CC)CC. Product: [Cl:1][C:2]1[N:6]2[CH:7]=[C:8]([C:15]3[CH:19]=[CH:18][O:17][CH:16]=3)[CH:9]=[C:10]([C:11]([F:14])([F:12])[F:13])[C:5]2=[N:4][C:3]=1[C:20]([N:22]1[CH2:23][CH:24]=[C:25]([C:28]2[CH2:29][NH:30][CH:31]=[N:32][CH:33]=2)[CH2:26][CH2:27]1)=[O:21]. The catalyst class is: 67. (3) Reactant: [NH2:1][C:2]1[CH:3]=[C:4]([C:8]2[CH:16]=[C:15]3[C:11]([CH:12]=[CH:13][N:14]3[C:17]3[N:22]=[CH:21][N:20]=[C:19]([NH2:23])[CH:18]=3)=[CH:10][CH:9]=2)[CH:5]=[CH:6][CH:7]=1.[Cl:24][C:25]1[CH:33]=[CH:32][C:28]([C:29](O)=[O:30])=[CH:27][C:26]=1[C:34]([F:37])([F:36])[F:35].C1C=CC2N(O)N=NC=2C=1.CCN=C=NCCCN(C)C.C(=O)(O)[O-].[Na+]. Product: [NH2:23][C:19]1[N:20]=[CH:21][N:22]=[C:17]([N:14]2[C:15]3[C:11](=[CH:10][CH:9]=[C:8]([C:4]4[CH:3]=[C:2]([NH:1][C:29](=[O:30])[C:28]5[CH:32]=[CH:33][C:25]([Cl:24])=[C:26]([C:34]([F:37])([F:35])[F:36])[CH:27]=5)[CH:7]=[CH:6][CH:5]=4)[CH:16]=3)[CH:12]=[CH:13]2)[CH:18]=1. The catalyst class is: 375.